This data is from Full USPTO retrosynthesis dataset with 1.9M reactions from patents (1976-2016). The task is: Predict the reactants needed to synthesize the given product. (1) Given the product [ClH:1].[ClH:1].[CH3:9][NH:10][C@H:11]1[CH2:15][CH2:14][C@@H:13]([N:16]2[CH2:21][CH2:20][CH:19]([CH3:22])[CH2:18][CH2:17]2)[CH2:12]1, predict the reactants needed to synthesize it. The reactants are: [ClH:1].C(OC([CH2:9][NH:10][C@H:11]1[CH2:15][CH2:14][C@@H:13]([N:16]2[CH2:21][CH2:20][CH:19]([CH3:22])[CH2:18][CH2:17]2)[CH2:12]1)=O)(C)(C)C. (2) Given the product [Cl:1][C:2]1[CH:3]=[C:4]([C:12]2[N:16]=[C:15]([C:17]3[CH:18]=[CH:19][C:20]([CH2:21][CH:22]4[CH2:25][CH:24]([C:26]([O:28][CH2:29][CH3:30])=[O:27])[CH2:23]4)=[CH:31][CH:32]=3)[O:14][N:13]=2)[CH:5]=[CH:6][C:7]=1[O:8][CH:9]([CH3:10])[CH3:11], predict the reactants needed to synthesize it. The reactants are: [Cl:1][C:2]1[CH:3]=[C:4]([C:12]2[N:16]=[C:15]([C:17]3[CH:32]=[CH:31][C:20]([CH:21]=[C:22]4[CH2:25][CH:24]([C:26]([O:28][CH2:29][CH3:30])=[O:27])[CH2:23]4)=[CH:19][CH:18]=3)[O:14][N:13]=2)[CH:5]=[CH:6][C:7]=1[O:8][CH:9]([CH3:11])[CH3:10]. (3) Given the product [CH2:9]1[C:8]2[C:7](=[CH:6][CH:5]=[CH:11][CH:10]=2)[CH:14]=[CH:13]1, predict the reactants needed to synthesize it. The reactants are: S([C:5]1[CH:11]=[CH:10][C:8]([CH3:9])=[CH:7][CH:6]=1)([O-])(=O)=O.N12CCCN=C1CCC[CH2:14][CH2:13]2.O. (4) Given the product [I:14][C:12]1[CH:13]=[C:8]2[N:7]=[C:6]([NH2:5])[N:15]([CH:16]([C:18]3[CH:23]=[CH:22][C:21]([O:24][CH2:25][C:26]4[CH:27]=[N:28][C:29]([C:32]([F:33])([F:34])[F:35])=[CH:30][CH:31]=4)=[C:20]([O:36][CH3:37])[CH:19]=3)[CH3:17])[C:9]2=[N:10][CH:11]=1, predict the reactants needed to synthesize it. The reactants are: C(OC(=O)[NH:5][C:6]1[N:15]([CH:16]([C:18]2[CH:23]=[CH:22][C:21]([O:24][CH2:25][C:26]3[CH:27]=[N:28][C:29]([C:32]([F:35])([F:34])[F:33])=[CH:30][CH:31]=3)=[C:20]([O:36][CH3:37])[CH:19]=2)[CH3:17])[C:9]2=[N:10][CH:11]=[C:12]([I:14])[CH:13]=[C:8]2[N:7]=1)C.[O-]P([O-])([O-])=O.[K+].[K+].[K+]. (5) Given the product [S:16]1[C:17]2[CH:23]=[CH:22][CH:21]=[CH:20][C:18]=2[N:19]=[C:15]1[O:14][C:13]1[CH:12]=[CH:11][C:10]([CH2:9][N:3]2[CH2:4][C@@H:5]3[CH2:8][C@H:2]2[CH2:7][N:6]3[C:33](=[O:35])[CH3:34])=[CH:25][CH:24]=1, predict the reactants needed to synthesize it. The reactants are: Cl.[C@H:2]12[CH2:8][C@H:5]([NH:6][CH2:7]1)[CH2:4][N:3]2[CH2:9][C:10]1[CH:25]=[CH:24][C:13]([O:14][C:15]2[S:16][C:17]3[CH:23]=[CH:22][CH:21]=[CH:20][C:18]=3[N:19]=2)=[CH:12][CH:11]=1.CCN(CC)CC.[C:33](OC(=O)C)(=[O:35])[CH3:34].